The task is: Predict the product of the given reaction.. This data is from Forward reaction prediction with 1.9M reactions from USPTO patents (1976-2016). (1) Given the reactants N1C=CN=C1C(O)=O.[NH2:9][C:10]1[CH:11]=[C:12]([CH:15]=[C:16]([Br:19])[C:17]=1[Cl:18])[C:13]#[N:14].[O:20](C(OC(C)(C)C)=O)[C:21]([O:23][C:24]([CH3:27])([CH3:26])[CH3:25])=O, predict the reaction product. The product is: [Br:19][C:16]1[C:17]([Cl:18])=[C:10]([NH:9][C:21](=[O:20])[O:23][C:24]([CH3:27])([CH3:26])[CH3:25])[CH:11]=[C:12]([C:13]#[N:14])[CH:15]=1. (2) Given the reactants [O:1]1[CH:5]=[CH:4][CH:3]=[C:2]1[CH2:6][N:7]([CH2:29][C:30]1[CH:35]=[CH:34][C:33]([O:36][CH3:37])=[CH:32][CH:31]=1)[S:8]([C:11]1[CH:28]=[CH:27][C:14]([C:15]([O:17]CC2C=CC(OC)=CC=2)=[O:16])=[CH:13][CH:12]=1)(=[O:10])=[O:9].[Li+].[OH-].C1COCC1.CO.Cl, predict the reaction product. The product is: [O:1]1[CH:5]=[CH:4][CH:3]=[C:2]1[CH2:6][N:7]([CH2:29][C:30]1[CH:31]=[CH:32][C:33]([O:36][CH3:37])=[CH:34][CH:35]=1)[S:8]([C:11]1[CH:28]=[CH:27][C:14]([C:15]([OH:17])=[O:16])=[CH:13][CH:12]=1)(=[O:10])=[O:9]. (3) Given the reactants Cl[C:2]1[C:3]2[N:11]=[C:10]([C:12]3[CH:17]=[CH:16][C:15]([F:18])=[CH:14][CH:13]=3)[CH:9]=[CH:8][C:4]=2[N:5]=[CH:6][N:7]=1.[NH:19]1[CH2:24][CH2:23][O:22][CH2:21][CH2:20]1, predict the reaction product. The product is: [O:22]1[CH2:23][CH2:24][N:19]([C:2]2[C:3]3[N:11]=[C:10]([C:12]4[CH:17]=[CH:16][C:15]([F:18])=[CH:14][CH:13]=4)[CH:9]=[CH:8][C:4]=3[N:5]=[CH:6][N:7]=2)[CH2:20][CH2:21]1. (4) Given the reactants [CH3:1][O:2][C:3]1[C:11]([O:12][CH3:13])=[C:10]([O:14][CH3:15])[CH:9]=[CH:8][C:4]=1[C:5]([OH:7])=O.C[NH3+].F[P-](F)(F)(F)(F)F.N1(OC(N(C)C)=[N+](C)C)C2N=CC=CC=2N=N1.F[P-](F)(F)(F)(F)F.C(N(C(C)C)CC)(C)C.C(O)=O.[NH2:61][CH2:62][CH2:63][C:64]1[N:68]=[C:67]([C:69]([O:71][CH2:72][CH3:73])=[O:70])[NH:66][N:65]=1, predict the reaction product. The product is: [CH3:1][O:2][C:3]1[C:11]([O:12][CH3:13])=[C:10]([O:14][CH3:15])[CH:9]=[CH:8][C:4]=1[C:5]([NH:61][CH2:62][CH2:63][C:64]1[N:68]=[C:67]([C:69]([O:71][CH2:72][CH3:73])=[O:70])[NH:66][N:65]=1)=[O:7]. (5) The product is: [CH3:1][O:2][C:3]1[C:4](=[O:25])[C:5]([CH3:24])=[C:6]([CH2:12][C:13]2[CH:18]=[CH:17][CH:16]=[CH:15][C:14]=2[CH2:19][CH2:20][C:21]([NH:29][CH:26]([CH3:28])[CH3:27])=[O:23])[C:7](=[O:11])[C:8]=1[O:9][CH3:10]. Given the reactants [CH3:1][O:2][C:3]1[C:4](=[O:25])[C:5]([CH3:24])=[C:6]([CH2:12][C:13]2[CH:18]=[CH:17][CH:16]=[CH:15][C:14]=2[CH2:19][CH2:20][C:21]([OH:23])=O)[C:7](=[O:11])[C:8]=1[O:9][CH3:10].[CH:26]([NH2:29])([CH3:28])[CH3:27], predict the reaction product. (6) Given the reactants [CH3:1][C:2]1[CH:7]=[C:6]([CH3:8])[CH:5]=[CH:4][C:3]=1[C:9]1[C:10]2[C:17]([C:18](O)=[O:19])=[CH:16][N:15]([CH2:21][O:22][CH2:23][CH2:24][Si:25]([CH3:28])([CH3:27])[CH3:26])[C:11]=2[N:12]=[CH:13][N:14]=1.C(Cl)(=O)C(Cl)=O.[NH3:35], predict the reaction product. The product is: [CH3:1][C:2]1[CH:7]=[C:6]([CH3:8])[CH:5]=[CH:4][C:3]=1[C:9]1[C:10]2[C:17]([C:18]([NH2:35])=[O:19])=[CH:16][N:15]([CH2:21][O:22][CH2:23][CH2:24][Si:25]([CH3:27])([CH3:28])[CH3:26])[C:11]=2[N:12]=[CH:13][N:14]=1. (7) Given the reactants [CH2:1]([O:3][C:4](=[O:18])[CH2:5][C:6]1[N:7]=[C:8]([C:11]2[CH:16]=[CH:15][C:14]([OH:17])=[CH:13][CH:12]=2)[O:9][CH:10]=1)[CH3:2].Cl.Cl[CH2:21][C:22]1[N:23]=[CH:24][S:25][CH:26]=1, predict the reaction product. The product is: [CH2:1]([O:3][C:4](=[O:18])[CH2:5][C:6]1[N:7]=[C:8]([C:11]2[CH:16]=[CH:15][C:14]([O:17][CH2:21][C:22]3[N:23]=[CH:24][S:25][CH:26]=3)=[CH:13][CH:12]=2)[O:9][CH:10]=1)[CH3:2]. (8) Given the reactants [CH3:1][CH:2]([CH3:5])[CH2:3][OH:4].F[C:7]1[CH:12]=[C:11]([N+:13]([O-:15])=[O:14])[C:10]([F:16])=[CH:9][CH:8]=1.[F:17][C:18]1[CH:19]=[CH:20][C:21]([O:25][CH2:26][CH:27]([CH3:29])[CH3:28])=[C:22]([CH:24]=1)[NH2:23].[NH2:30][C:31]1[S:32][CH:33]=[CH:34][N:35]=1, predict the reaction product. The product is: [F:16][C:10]1[C:11]([N+:13]([O-:15])=[O:14])=[CH:12][C:7]([O:4][CH2:3][CH:2]([CH3:5])[CH3:1])=[CH:8][CH:9]=1.[F:17][C:18]1[CH:19]=[CH:20][C:21]([O:25][CH2:26][CH:27]([CH3:29])[CH3:28])=[C:22]([NH:23][C:3]([NH:30][C:31]2[S:32][CH:33]=[CH:34][N:35]=2)=[O:4])[CH:24]=1. (9) Given the reactants [CH2:1]1[O:9][C:8]2[CH:7]=[CH:6][C:5]([C:10]3[C:19]4[C:14](=[CH:15][C:16]5[O:22][CH2:21][O:20][C:17]=5[CH:18]=4)[C:13](=[O:23])[NH:12][N:11]=3)=[CH:4][C:3]=2[O:2]1.Br.Br[CH2:26][CH2:27][N:28]1[CH:32]=[CH:31][N:30]=[CH:29]1.C([O-])([O-])=O.[K+].[K+].Cl, predict the reaction product. The product is: [N:28]1([CH2:27][CH2:26][N:12]2[N:11]=[C:10]([C:5]3[CH:6]=[CH:7][C:8]4[O:9][CH2:1][O:2][C:3]=4[CH:4]=3)[C:19]3[C:14](=[CH:15][C:16]4[O:22][CH2:21][O:20][C:17]=4[CH:18]=3)[C:13]2=[O:23])[CH:32]=[CH:31][N:30]=[CH:29]1.